Dataset: hERG Central: cardiac toxicity at 1µM, 10µM, and general inhibition. Task: Predict hERG channel inhibition at various concentrations. (1) The molecule is Cc1cc2nc(C3CCN(Cc4nnnn4Cc4ccccc4)CC3)[nH]c2cc1C. Results: hERG_inhib (hERG inhibition (general)): blocker. (2) The drug is O=C(CN(Cc1ccc(Cl)cc1)C(=O)c1csnn1)NCc1ccccc1. Results: hERG_inhib (hERG inhibition (general)): blocker. (3) The compound is O=C(NCCCN1CCOCC1)c1sc2cc([N+](=O)[O-])ccc2c1Cl. Results: hERG_inhib (hERG inhibition (general)): blocker. (4) The molecule is COc1ccc(CN2CCN(CCCCOc3ccc(Cl)cc3)CC2)c(OC)c1OC.O=C(O)C(=O)O. Results: hERG_inhib (hERG inhibition (general)): blocker. (5) The compound is COc1ccc(N2CCN(CC(=O)Nc3ccccc3C(=O)NCc3ccccc3)CC2)cc1. Results: hERG_inhib (hERG inhibition (general)): blocker. (6) The drug is O=C1CC2(CCN(C(=O)c3ccccc3F)CC2)Oc2ccccc21. Results: hERG_inhib (hERG inhibition (general)): blocker. (7) The molecule is O=C(CCCc1ccccc1)N1CCN(c2ccc([N+](=O)[O-])cc2)CC1. Results: hERG_inhib (hERG inhibition (general)): blocker. (8) The molecule is CC1CN(CC(=O)Nc2ccc(S(N)(=O)=O)cc2)CC(C)O1. Results: hERG_inhib (hERG inhibition (general)): blocker. (9) The molecule is Cn1c2ccccc2c(=O)c2c(=O)n(C3CCCCC3)c(-c3ccco3)nc21. Results: hERG_inhib (hERG inhibition (general)): blocker.